The task is: Regression. Given two drug SMILES strings and cell line genomic features, predict the synergy score measuring deviation from expected non-interaction effect.. This data is from NCI-60 drug combinations with 297,098 pairs across 59 cell lines. (1) Drug 1: C1=NNC2=C1C(=O)NC=N2. Drug 2: CC1C(C(CC(O1)OC2CC(CC3=C2C(=C4C(=C3O)C(=O)C5=CC=CC=C5C4=O)O)(C(=O)C)O)N)O. Cell line: MDA-MB-435. Synergy scores: CSS=59.1, Synergy_ZIP=-0.172, Synergy_Bliss=3.68, Synergy_Loewe=-40.7, Synergy_HSA=4.84. (2) Drug 1: CS(=O)(=O)C1=CC(=C(C=C1)C(=O)NC2=CC(=C(C=C2)Cl)C3=CC=CC=N3)Cl. Drug 2: C(=O)(N)NO. Cell line: UO-31. Synergy scores: CSS=21.8, Synergy_ZIP=-3.54, Synergy_Bliss=-2.89, Synergy_Loewe=-11.4, Synergy_HSA=-0.851. (3) Drug 1: C1CCC(CC1)NC(=O)N(CCCl)N=O. Drug 2: C1CC(=O)NC(=O)C1N2C(=O)C3=CC=CC=C3C2=O. Cell line: HS 578T. Synergy scores: CSS=23.9, Synergy_ZIP=1.52, Synergy_Bliss=8.21, Synergy_Loewe=-0.746, Synergy_HSA=6.97. (4) Cell line: SNB-75. Drug 2: CC1C(C(CC(O1)OC2CC(CC3=C2C(=C4C(=C3O)C(=O)C5=CC=CC=C5C4=O)O)(C(=O)C)O)N)O. Synergy scores: CSS=46.2, Synergy_ZIP=1.72, Synergy_Bliss=2.86, Synergy_Loewe=-23.1, Synergy_HSA=3.46. Drug 1: C1C(C(OC1N2C=NC3=C(N=C(N=C32)Cl)N)CO)O. (5) Drug 1: CC1=CC=C(C=C1)C2=CC(=NN2C3=CC=C(C=C3)S(=O)(=O)N)C(F)(F)F. Drug 2: CN1C2=C(C=C(C=C2)N(CCCl)CCCl)N=C1CCCC(=O)O.Cl. Cell line: UO-31. Synergy scores: CSS=-0.195, Synergy_ZIP=-0.292, Synergy_Bliss=-0.412, Synergy_Loewe=-1.20, Synergy_HSA=-0.679. (6) Drug 1: C1=CC(=CC=C1CCCC(=O)O)N(CCCl)CCCl. Cell line: CCRF-CEM. Drug 2: CS(=O)(=O)OCCCCOS(=O)(=O)C. Synergy scores: CSS=52.2, Synergy_ZIP=-7.51, Synergy_Bliss=-5.64, Synergy_Loewe=-11.5, Synergy_HSA=-1.82. (7) Drug 1: CN(C)N=NC1=C(NC=N1)C(=O)N. Drug 2: C1CN1P(=S)(N2CC2)N3CC3. Cell line: MALME-3M. Synergy scores: CSS=10.9, Synergy_ZIP=-0.363, Synergy_Bliss=2.65, Synergy_Loewe=-6.03, Synergy_HSA=0.358. (8) Drug 2: CN1CCC(CC1)COC2=C(C=C3C(=C2)N=CN=C3NC4=C(C=C(C=C4)Br)F)OC. Cell line: SF-295. Drug 1: C1CCC(C1)C(CC#N)N2C=C(C=N2)C3=C4C=CNC4=NC=N3. Synergy scores: CSS=4.58, Synergy_ZIP=-1.41, Synergy_Bliss=1.10, Synergy_Loewe=1.64, Synergy_HSA=1.49. (9) Drug 1: C1=C(C(=O)NC(=O)N1)F. Drug 2: CCC1(C2=C(COC1=O)C(=O)N3CC4=CC5=C(C=CC(=C5CN(C)C)O)N=C4C3=C2)O.Cl. Cell line: T-47D. Synergy scores: CSS=30.3, Synergy_ZIP=-11.8, Synergy_Bliss=-10.9, Synergy_Loewe=-8.38, Synergy_HSA=-7.16. (10) Drug 1: CNC(=O)C1=CC=CC=C1SC2=CC3=C(C=C2)C(=NN3)C=CC4=CC=CC=N4. Drug 2: C1CN(CCN1C(=O)CCBr)C(=O)CCBr. Cell line: KM12. Synergy scores: CSS=24.7, Synergy_ZIP=-6.20, Synergy_Bliss=-4.27, Synergy_Loewe=-0.895, Synergy_HSA=-0.388.